Dataset: Full USPTO retrosynthesis dataset with 1.9M reactions from patents (1976-2016). Task: Predict the reactants needed to synthesize the given product. (1) The reactants are: [Cl:1][C:2]1[C:7]([O:8][CH3:9])=[CH:6][CH:5]=[CH:4][C:3]=1[CH:10]=[CH:11][CH:12]=O.[F:14][C:15]1[CH:20]=[CH:19][C:18]([CH2:21][C:22]([OH:24])=[O:23])=[CH:17][C:16]=1[O:25][CH3:26]. Given the product [Cl:1][C:2]1[C:7]([O:8][CH3:9])=[CH:6][CH:5]=[CH:4][C:3]=1/[CH:10]=[CH:11]/[CH:12]=[C:21]([C:18]1[CH:19]=[CH:20][C:15]([F:14])=[C:16]([O:25][CH3:26])[CH:17]=1)[C:22]([OH:24])=[O:23], predict the reactants needed to synthesize it. (2) Given the product [Cl:1][C:2]1[N:7]=[C:6]([NH:17][CH2:16][CH:13]2[CH2:15][CH2:14]2)[N:5]=[C:4]([NH:9][CH2:10][C:11]#[CH:12])[N:3]=1, predict the reactants needed to synthesize it. The reactants are: [Cl:1][C:2]1[N:7]=[C:6](Cl)[N:5]=[C:4]([NH:9][CH2:10][C:11]#[CH:12])[N:3]=1.[CH:13]1([CH2:16][NH2:17])[CH2:15][CH2:14]1.ClC1N=C(NC(C)C)N=C(NCC#C)N=1. (3) Given the product [CH3:21][O:20][CH2:19][O:18][CH2:17][C@@H:5]1[C@@H:4]2[CH2:9][CH2:8][C@@H:7]([C:2](=[O:1])[CH2:3]2)[N:6]1[C:10]([O:12][C:13]([CH3:16])([CH3:15])[CH3:14])=[O:11], predict the reactants needed to synthesize it. The reactants are: [OH:1][C@@H:2]1[C@@H:7]2[CH2:8][CH2:9][C@@H:4]([C@@H:5]([CH2:17][O:18][CH2:19][O:20][CH3:21])[N:6]2[C:10]([O:12][C:13]([CH3:16])([CH3:15])[CH3:14])=[O:11])[CH2:3]1. (4) Given the product [CH2:2]([C@H:4]1[C@@H:5]([C:9]2[N:13]3[C:14]4[CH:20]=[CH:19][NH:18][C:15]=4[N:16]=[CH:17][C:12]3=[N:11][N:10]=2)[CH2:6][N:7]([C:45]([NH:47][CH2:48][CH:49]2[CH2:59][CH2:58][O:57][CH2:56][CH2:55]2)=[O:46])[CH2:8]1)[CH3:3], predict the reactants needed to synthesize it. The reactants are: Cl.[CH2:2]([C@H:4]1[CH2:8][NH:7][CH2:6][C@H:5]1[C:9]1[N:13]2[C:14]3[CH:20]=[CH:19][N:18](S(C4C=CC(C)=CC=4)(=O)=O)[C:15]=3[N:16]=[CH:17][C:12]2=[N:11][N:10]=1)[CH3:3].CCN(C(C)C)C(C)C.C1N=CN([C:45]([N:47]2C=N[CH:49]=[CH:48]2)=[O:46])C=1.NCC1[CH2:59][CH2:58][O:57][CH2:56][CH2:55]1. (5) Given the product [CH3:23][O:22][C:20](=[O:21])[CH2:19][C@H:16]1[C:15]2[CH:24]=[CH:25][C:12]([O:11][C@H:9]3[C:10]4[C:6](=[C:5]([O:41][C:38]5[CH:37]=[CH:36][C:35]([C:33]6[N:34]=[C:30]([CH3:29])[S:31][CH:32]=6)=[CH:40][CH:39]=5)[CH:4]=[CH:3][C:2]=4[F:1])[CH2:7][CH2:8]3)=[CH:13][C:14]=2[O:18][CH2:17]1, predict the reactants needed to synthesize it. The reactants are: [F:1][C:2]1[CH:3]=[CH:4][C:5](B(O)O)=[C:6]2[C:10]=1[C@H:9]([O:11][C:12]1[CH:25]=[CH:24][C:15]3[C@H:16]([CH2:19][C:20]([O:22][CH3:23])=[O:21])[CH2:17][O:18][C:14]=3[CH:13]=1)[CH2:8][CH2:7]2.[CH3:29][C:30]1[S:31][CH:32]=[C:33]([C:35]2[CH:40]=[CH:39][C:38]([OH:41])=[CH:37][CH:36]=2)[N:34]=1. (6) Given the product [O:20]1[CH2:21][CH:18]([C:4]2[CH:3]=[C:2]([CH:7]=[CH:6][N:5]=2)[C:1]([O:9][CH2:10][CH3:11])=[O:8])[CH2:19]1, predict the reactants needed to synthesize it. The reactants are: [C:1]([O:9][CH2:10][CH3:11])(=[O:8])[C:2]1[CH:7]=[CH:6][N:5]=[CH:4][CH:3]=1.S(=O)(=O)(O)O.I[CH:18]1[CH2:21][O:20][CH2:19]1.OO.